From a dataset of Reaction yield outcomes from USPTO patents with 853,638 reactions. Predict the reaction yield, written as a fraction of the theoretical maximum amount of product (1.0 means a 100% yield; for example, 0.34 means a 34% yield). (1) The reactants are [C:1]1([S:7][C:8]2[CH:17]=[C:16]3[C:11]([C:12](=[O:18])[CH2:13]CO3)=[CH:10][CH:9]=2)[CH:6]=[CH:5][CH:4]=[CH:3][CH:2]=1.[CH3:19][OH:20].[OH:21]OS([O-])=O.[K+].S([O-])(O[O-])(=O)=O.[K+].[K+].[OH2:35]. No catalyst specified. The product is [C:1]1([S:7]([C:8]2[CH:17]=[C:16]3[C:11]([C:12](=[O:18])[CH2:13][CH2:19][O:20]3)=[CH:10][CH:9]=2)(=[O:21])=[O:35])[CH:6]=[CH:5][CH:4]=[CH:3][CH:2]=1. The yield is 0.630. (2) The reactants are [CH3:1][C:2]1[CH:22]=[CH:21][C:5]([C:6]([NH:8][C:9]2[S:10][C:11]3[CH:17]=[CH:16][C:15]([N+:18]([O-:20])=[O:19])=[CH:14][C:12]=3[N:13]=2)=[O:7])=[CH:4][CH:3]=1.C(=O)([O-])[O-].[K+].[K+].Br[CH:30]([CH2:35][CH3:36])[C:31]([O:33][CH3:34])=[O:32]. The catalyst is CN(C)C=O. The product is [N+:18]([C:15]1[CH:16]=[CH:17][C:11]2[S:10][C:9](=[N:8][C:6](=[O:7])[C:5]3[CH:4]=[CH:3][C:2]([CH3:1])=[CH:22][CH:21]=3)[N:13]([CH:30]([CH2:35][CH3:36])[C:31]([O:33][CH3:34])=[O:32])[C:12]=2[CH:14]=1)([O-:20])=[O:19]. The yield is 0.660. (3) The reactants are [C:1]1([C:7]([OH:12])([CH3:11])[CH2:8][CH2:9][OH:10])[CH:6]=[CH:5][CH:4]=[CH:3][CH:2]=1.[S:13](Cl)([C:16]1[CH:22]=[CH:21][C:19]([CH3:20])=[CH:18][CH:17]=1)(=[O:15])=[O:14].C(N(CC)CC)C.O. The catalyst is C(Cl)Cl. The product is [CH3:20][C:19]1[CH:21]=[CH:22][C:16]([S:13]([O:10][CH2:9][CH2:8][C:7]([OH:12])([C:1]2[CH:6]=[CH:5][CH:4]=[CH:3][CH:2]=2)[CH3:11])(=[O:15])=[O:14])=[CH:17][CH:18]=1. The yield is 0.420. (4) The product is [CH2:18]([C:7]1[CH:12]=[C:11]([C:13]([F:16])([F:15])[F:14])[CH:10]=[C:9]([Cl:17])[N:8]=1)[C:19]1[CH:24]=[CH:23][CH:22]=[CH:21][CH:20]=1. The catalyst is [Fe](Cl)(Cl)Cl.O. The yield is 0.690. The reactants are O1CCCC1.Cl[C:7]1[CH:12]=[C:11]([C:13]([F:16])([F:15])[F:14])[CH:10]=[C:9]([Cl:17])[N:8]=1.[CH2:18]([Mg]Cl)[C:19]1[CH:24]=[CH:23][CH:22]=[CH:21][CH:20]=1.